From a dataset of Peptide-MHC class II binding affinity with 134,281 pairs from IEDB. Regression. Given a peptide amino acid sequence and an MHC pseudo amino acid sequence, predict their binding affinity value. This is MHC class II binding data. (1) The binding affinity (normalized) is 0.452. The peptide sequence is ATVATAPEVKYTVFETALKKAITAMS. The MHC is DRB3_0202 with pseudo-sequence DRB3_0202. (2) The peptide sequence is SNMTQRVVIALLVLAKK. The MHC is HLA-DQA10201-DQB10301 with pseudo-sequence HLA-DQA10201-DQB10301. The binding affinity (normalized) is 0.719. (3) The peptide sequence is GYVSLQEFVDLNNKG. The MHC is HLA-DPA10201-DPB10101 with pseudo-sequence HLA-DPA10201-DPB10101. The binding affinity (normalized) is 0.517. (4) The peptide sequence is PRGGPGRSYAADAGY. The MHC is HLA-DQA10104-DQB10503 with pseudo-sequence HLA-DQA10104-DQB10503. The binding affinity (normalized) is 0.209. (5) The peptide sequence is GPIVHDAIHRSAARS. The MHC is HLA-DQA10102-DQB10602 with pseudo-sequence HLA-DQA10102-DQB10602. The binding affinity (normalized) is 0.432. (6) The peptide sequence is VSSHNHIPGYKVQTN. The binding affinity (normalized) is 0. The MHC is DRB4_0103 with pseudo-sequence DRB4_0103. (7) The peptide sequence is MASRFMTDPHAMRDM. The MHC is HLA-DQA10101-DQB10501 with pseudo-sequence HLA-DQA10101-DQB10501. The binding affinity (normalized) is 0.251.